This data is from Peptide-MHC class I binding affinity with 185,985 pairs from IEDB/IMGT. The task is: Regression. Given a peptide amino acid sequence and an MHC pseudo amino acid sequence, predict their binding affinity value. This is MHC class I binding data. (1) The peptide sequence is HPVHAGPIA. The MHC is HLA-A33:01 with pseudo-sequence HLA-A33:01. The binding affinity (normalized) is 0. (2) The peptide sequence is GMFTNRLGSQ. The MHC is HLA-A68:01 with pseudo-sequence HLA-A68:01. The binding affinity (normalized) is 0. (3) The peptide sequence is RVHGATVFK. The MHC is HLA-A03:01 with pseudo-sequence HLA-A03:01. The binding affinity (normalized) is 0.490. (4) The peptide sequence is AARHKHQVM. The MHC is HLA-B51:01 with pseudo-sequence HLA-B51:01. The binding affinity (normalized) is 0.0847. (5) The peptide sequence is ELREIFRRL. The MHC is HLA-B08:01 with pseudo-sequence HLA-B08:01. The binding affinity (normalized) is 0.697. (6) The peptide sequence is TKDETREQL. The MHC is HLA-A02:06 with pseudo-sequence HLA-A02:06. The binding affinity (normalized) is 0.0847. (7) The peptide sequence is CCYHCQFCFL. The MHC is Mamu-B8301 with pseudo-sequence Mamu-B8301. The binding affinity (normalized) is 0.329. (8) The MHC is HLA-A69:01 with pseudo-sequence HLA-A69:01. The binding affinity (normalized) is 0.0847. The peptide sequence is YQYGDNLIL. (9) The peptide sequence is KTWKPTIFL. The MHC is HLA-A02:03 with pseudo-sequence HLA-A02:03. The binding affinity (normalized) is 0.175. (10) The peptide sequence is STGESSILR. The MHC is HLA-A31:01 with pseudo-sequence HLA-A31:01. The binding affinity (normalized) is 0.334.